This data is from Catalyst prediction with 721,799 reactions and 888 catalyst types from USPTO. The task is: Predict which catalyst facilitates the given reaction. (1) Reactant: [C:1]([C:3]1[CH:11]=[CH:10][C:6]([C:7]([OH:9])=[O:8])=[CH:5][C:4]=1[C:12]([OH:14])=[O:13])#[N:2].Cl. Product: [NH2:2][CH2:1][C:3]1[CH:11]=[CH:10][C:6]([C:7]([OH:9])=[O:8])=[CH:5][C:4]=1[C:12]([OH:14])=[O:13]. The catalyst class is: 63. (2) Reactant: Cl.[NH2:2][OH:3].Cl[C:5](Cl)(Cl)[CH:6]([O:8]CC)O.S([O-])([O-])(=O)=O.[Na+].[Na+].[Br:20][C:21]1[CH:26]=[CH:25][C:24]([NH2:27])=[C:23]([O:28][CH3:29])[CH:22]=1. Product: [Br:20][C:21]1[CH:26]=[CH:25][C:24]([NH:27][C:6](=[O:8])[CH:5]=[N:2][OH:3])=[C:23]([O:28][CH3:29])[CH:22]=1. The catalyst class is: 223. (3) Reactant: [CH:1]1[CH:2]=[C:3]([CH2:6][NH:7][C:8]2[C:13]([C:14]([OH:16])=O)=[CH:12][C:11]([S:17]([NH2:20])(=[O:19])=[O:18])=[C:10]([Cl:21])[CH:9]=2)[O:4][CH:5]=1.C1N=C[N:24](C(N2C=NC=C2)=O)[CH:23]=1.[CH3:34][N:35]([CH3:41])[CH2:36][CH2:37][CH2:38]NC. Product: [CH3:34][N:35]([CH2:36][CH2:37][CH2:38][C:9]1[C:8]([NH:7][CH2:6][C:3]2[O:4][CH:5]=[CH:1][CH:2]=2)=[C:13]([CH:12]=[C:11]([S:17]([NH2:20])(=[O:19])=[O:18])[C:10]=1[Cl:21])[C:14]([NH:24][CH3:23])=[O:16])[CH3:41]. The catalyst class is: 20. (4) Product: [CH3:11][C:9]([O:12][C:13]([NH:15][C@H:16]([C:21]([NH:7][CH2:6][CH2:5][CH2:4][NH:3][CH2:1][CH3:2])=[O:23])[CH2:17][CH:18]([CH3:19])[CH3:20])=[O:14])([CH3:8])[CH3:10]. The catalyst class is: 5. Reactant: [CH2:1]([NH:3][CH2:4][CH2:5][CH2:6][NH2:7])[CH3:2].[CH3:8][C:9]([O:12][C:13]([NH:15][C@H:16]([C:21]([O:23]C1C=CC([N+]([O-])=O)=CC=1)=O)[CH2:17][CH:18]([CH3:20])[CH3:19])=[O:14])([CH3:11])[CH3:10]. (5) Reactant: Cl[C:2]1[N:7]=[CH:6][C:5]([C:8]2[CH:17]=[C:16]3[C:11]([CH:12]=[C:13]([NH:18][C:19]([C@@H:21]4[CH2:23][C@@H:22]4[F:24])=[O:20])[N:14]=[CH:15]3)=[CH:10][CH:9]=2)=[C:4]([CH3:25])[C:3]=1[F:26].F[B-](F)(F)F.F[B-](F)(F)F.C1(P(C2CCCCC2)CCCP(C2CCCCC2)C2CCCCC2)CCCCC1.[C:66](=[O:69])([O-])[O-:67].[K+].[K+].[CH3:72]N(C)C=O.CO.C(N(CC)CC)C. Product: [F:26][C:3]1[C:2]([C:66]([O:67][CH3:72])=[O:69])=[N:7][CH:6]=[C:5]([C:8]2[CH:17]=[C:16]3[C:11]([CH:12]=[C:13]([NH:18][C:19]([C@@H:21]4[CH2:23][C@@H:22]4[F:24])=[O:20])[N:14]=[CH:15]3)=[CH:10][CH:9]=2)[C:4]=1[CH3:25]. The catalyst class is: 167. (6) Reactant: [BH4-].[Na+].CO.[CH3:5][C:6]1([CH3:33])[O:32][C:10]2[CH:11]=[CH:12][C:13]3[C:26](=[O:27])[C@@H:25]4[C@@H:16]([CH2:17][O:18][C:19]5[C:24]4=[CH:23][C:22]([O:28][CH3:29])=[C:21]([O:30][CH3:31])[CH:20]=5)[O:15][C:14]=3[C:9]=2[CH:8]=[CH:7]1. Product: [CH3:29][O:28][C:22]1[CH:23]=[C:24]2[C@H:25]3[C@H:16]([O:15][C:14]4[C:9]5[CH:8]=[CH:7][C:6]([CH3:33])([CH3:5])[O:32][C:10]=5[CH:11]=[CH:12][C:13]=4[C@H:26]3[OH:27])[CH2:17][O:18][C:19]2=[CH:20][C:21]=1[O:30][CH3:31].[CH3:29][O:28][C:22]1[CH:23]=[C:24]2[C:19](=[CH:20][C:21]=1[O:30][CH3:31])[O:18][CH2:17][CH2:16][CH:25]2[CH:26]=[O:27]. The catalyst class is: 6. (7) Reactant: [Cl:1][C:2]1[N:10]=[CH:9][C:8]2[NH:7][C:6]3[N:11]=[CH:12][C:13]([F:16])=[C:14](I)[C:5]=3[C:4]=2[CH:3]=1.C[O:18][C:19]([C:21]1[CH:26]=[CH:25][C:24](B2OC(C)(C)C(C)(C)O2)=[CH:23][CH:22]=1)=[O:20].C(=O)([O-])[O-].[Cs+].[Cs+].[OH-].[Na+]. Product: [F:16][C:13]1[C:14]([C:24]2[CH:25]=[CH:26][C:21]([C:19]([OH:20])=[O:18])=[CH:22][CH:23]=2)=[C:5]2[C:4]3[C:8](=[CH:9][N:10]=[C:2]([Cl:1])[CH:3]=3)[NH:7][C:6]2=[N:11][CH:12]=1. The catalyst class is: 708.